This data is from Peptide-MHC class I binding affinity with 185,985 pairs from IEDB/IMGT. The task is: Regression. Given a peptide amino acid sequence and an MHC pseudo amino acid sequence, predict their binding affinity value. This is MHC class I binding data. (1) The peptide sequence is AEQASQEVKNW. The MHC is HLA-B58:01 with pseudo-sequence HLA-B58:01. The binding affinity (normalized) is 0.0798. (2) The peptide sequence is YCAVVPLVY. The MHC is HLA-B46:01 with pseudo-sequence HLA-B46:01. The binding affinity (normalized) is 0.261. (3) The peptide sequence is WRQWIPAGI. The MHC is HLA-A69:01 with pseudo-sequence HLA-A69:01. The binding affinity (normalized) is 0.0847. (4) The peptide sequence is SLPSPSRL. The MHC is HLA-A26:01 with pseudo-sequence HLA-A26:01. The binding affinity (normalized) is 0. (5) The peptide sequence is YNFATCGIF. The MHC is HLA-B15:01 with pseudo-sequence HLA-B15:01. The binding affinity (normalized) is 0.602.